From a dataset of Reaction yield outcomes from USPTO patents with 853,638 reactions. Predict the reaction yield, written as a fraction of the theoretical maximum amount of product (1.0 means a 100% yield; for example, 0.34 means a 34% yield). (1) The reactants are [C:1]1([C:10]2[CH:15]=[CH:14][CH:13]=[CH:12][CH:11]=2)[CH:6]=[CH:5][CH:4]=[C:3](B(O)O)[CH:2]=1.Br[C:17]1[CH:22]=[CH:21][C:20](/[C:23](/[CH3:30])=[CH:24]/[C:25]([O:27][CH2:28][CH3:29])=[O:26])=[CH:19][CH:18]=1. No catalyst specified. The product is [C:10]1([C:1]2[CH:6]=[CH:5][CH:4]=[C:3]([C:17]3[CH:22]=[CH:21][C:20](/[C:23](/[CH3:30])=[CH:24]/[C:25]([O:27][CH2:28][CH3:29])=[O:26])=[CH:19][CH:18]=3)[CH:2]=2)[CH:15]=[CH:14][CH:13]=[CH:12][CH:11]=1. The yield is 0.680. (2) The reactants are [CH3:1][C:2]1[C:11]([N+:12]([O-:14])=[O:13])=[CH:10][CH:9]=[CH:8][C:3]=1[C:4]([O:6][CH3:7])=[O:5].[Br:15]N1C(=O)CCC1=O. The catalyst is C(Cl)(Cl)(Cl)Cl.C(OOC(=O)C1C=CC=CC=1)(=O)C1C=CC=CC=1. The product is [Br:15][CH2:1][C:2]1[C:11]([N+:12]([O-:14])=[O:13])=[CH:10][CH:9]=[CH:8][C:3]=1[C:4]([O:6][CH3:7])=[O:5]. The yield is 0.848. (3) The reactants are [CH2:1]([N:3]1[CH2:8][CH2:7][N:6]2[N:9]=[C:10]([NH2:12])[CH:11]=[C:5]2[CH2:4]1)[CH3:2].Br[C:14]1[C:15](=[O:22])[N:16]([CH3:21])[CH:17]=[C:18]([Br:20])[CH:19]=1.C(=O)([O-])[O-].[Cs+].[Cs+].CC1(C)C2C(=C(P(C3C=CC=CC=3)C3C=CC=CC=3)C=CC=2)OC2C(P(C3C=CC=CC=3)C3C=CC=CC=3)=CC=CC1=2. The catalyst is O1CCOCC1.[Pd].[Pd].C(=CC(C=CC1C=CC=CC=1)=O)C1C=CC=CC=1.C(=CC(C=CC1C=CC=CC=1)=O)C1C=CC=CC=1.C(=CC(C=CC1C=CC=CC=1)=O)C1C=CC=CC=1.CO.C(OCC)C.C(OCC)(=O)C.O. The product is [Br:20][C:18]1[CH:19]=[C:14]([NH:12][C:10]2[CH:11]=[C:5]3[CH2:4][N:3]([CH2:1][CH3:2])[CH2:8][CH2:7][N:6]3[N:9]=2)[C:15](=[O:22])[N:16]([CH3:21])[CH:17]=1. The yield is 0.280. (4) The reactants are [N+:1]([C:4]1[CH:9]=[CH:8][C:7]([C:10]2[CH:15]=[CH:14][C:13]([S:16](Cl)(=[O:18])=[O:17])=[CH:12][CH:11]=2)=[CH:6][CH:5]=1)([O-:3])=[O:2].[NH2:20][C:21]1[S:22][CH:23]=[CH:24][N:25]=1. The catalyst is N1C=CC=CC=1. The product is [S:22]1[CH:23]=[CH:24][N:25]=[C:21]1[NH:20][S:16]([C:13]1[CH:14]=[CH:15][C:10]([C:7]2[CH:8]=[CH:9][C:4]([N+:1]([O-:3])=[O:2])=[CH:5][CH:6]=2)=[CH:11][CH:12]=1)(=[O:18])=[O:17]. The yield is 0.530. (5) The reactants are Br[C:2]1[CH:3]=[C:4]([CH:8]=[CH:9][N:10]=1)[C:5]([OH:7])=[O:6].[NH:11]1[CH:15]=[C:14]([C:16]([O:18][CH3:19])=[O:17])[N:13]=[CH:12]1. No catalyst specified. The product is [CH3:19][O:18][C:16]([C:14]1[N:13]=[CH:12][N:11]([C:2]2[CH:3]=[C:4]([CH:8]=[CH:9][N:10]=2)[C:5]([OH:7])=[O:6])[CH:15]=1)=[O:17]. The yield is 0.500. (6) The reactants are C([O:3][C:4](=O)[C:5]1[CH:10]=[C:9]([O:11][CH2:12][CH3:13])[C:8]([Cl:14])=[C:7]([O:15][CH2:16][CH3:17])[CH:6]=1)C.[H-].C([Al+]CC(C)C)C(C)C. The catalyst is ClCCl. The product is [Cl:14][C:8]1[C:9]([O:11][CH2:12][CH3:13])=[CH:10][C:5]([CH2:4][OH:3])=[CH:6][C:7]=1[O:15][CH2:16][CH3:17]. The yield is 0.950.